This data is from Catalyst prediction with 721,799 reactions and 888 catalyst types from USPTO. The task is: Predict which catalyst facilitates the given reaction. (1) Reactant: [C:1](Cl)(=[O:8])[C:2]1[CH:7]=[CH:6][CH:5]=[CH:4][CH:3]=1.[CH2:10]([NH:17][C:18]([C:20]1[S:24][C:23]([NH2:25])=[N:22][C:21]=1[CH3:26])=[O:19])[C:11]1[CH:16]=[CH:15][CH:14]=[CH:13][CH:12]=1.C(N(CC)CC)C. Product: [CH2:10]([NH:17][C:18]([C:20]1[S:24][C:23]([NH:25][C:1](=[O:8])[C:2]2[CH:7]=[CH:6][CH:5]=[CH:4][CH:3]=2)=[N:22][C:21]=1[CH3:26])=[O:19])[C:11]1[CH:16]=[CH:15][CH:14]=[CH:13][CH:12]=1. The catalyst class is: 367. (2) Reactant: CN(C=O)C.[C:6]([O:10][C:11](=[O:35])[CH2:12][CH2:13][N:14]([C:28]([O:30][C:31]([CH3:34])([CH3:33])[CH3:32])=[O:29])[CH2:15][C:16]([N:18]1[C:26]2[C:21](=[CH:22][C:23]([OH:27])=[CH:24][CH:25]=2)[CH2:20][CH2:19]1)=[O:17])([CH3:9])([CH3:8])[CH3:7].Cl[CH2:37][C:38]1[CH:43]=[CH:42][C:41]([CH:44]([CH3:46])[CH3:45])=[C:40]([C:47]([F:50])([F:49])[F:48])[CH:39]=1.C(=O)([O-])[O-].[K+].[K+]. Product: [C:6]([O:10][C:11](=[O:35])[CH2:12][CH2:13][N:14]([C:28]([O:30][C:31]([CH3:34])([CH3:33])[CH3:32])=[O:29])[CH2:15][C:16]([N:18]1[C:26]2[C:21](=[CH:22][C:23]([O:27][CH2:37][C:38]3[CH:43]=[CH:42][C:41]([CH:44]([CH3:46])[CH3:45])=[C:40]([C:47]([F:48])([F:50])[F:49])[CH:39]=3)=[CH:24][CH:25]=2)[CH2:20][CH2:19]1)=[O:17])([CH3:9])([CH3:8])[CH3:7]. The catalyst class is: 6. (3) Product: [C:1]([O:5][C:6]([N:8]1[CH2:15][C@H:14]([O:16][CH3:17])[CH2:13][C@H:9]1[C:10]([OH:12])=[O:11])=[O:7])([CH3:4])([CH3:2])[CH3:3]. The catalyst class is: 95. Reactant: [C:1]([O:5][C:6]([N:8]1[CH2:15][C@H:14]([OH:16])[CH2:13][C@H:9]1[C:10]([OH:12])=[O:11])=[O:7])([CH3:4])([CH3:3])[CH3:2].[CH3:17]I.[OH-].[Na+].Cl. (4) Reactant: [CH2:1]([Mg]Br)[CH3:2].[C:5]([O:9][C:10]([N:12]1[C:21]2[C:16](=[CH:17][CH:18]=[CH:19][CH:20]=2)[C:15](=[O:22])[CH2:14][CH2:13]1)=[O:11])([CH3:8])([CH3:7])[CH3:6].OS([O-])(=O)=O.[Na+]. Product: [C:5]([O:9][C:10]([N:12]1[C:21]2[C:16](=[CH:17][CH:18]=[CH:19][CH:20]=2)[C:15]([CH2:1][CH3:2])([OH:22])[CH2:14][CH2:13]1)=[O:11])([CH3:8])([CH3:6])[CH3:7]. The catalyst class is: 28. (5) Reactant: [BH4-].[Na+].[CH3:3][C:4]1([CH3:11])[CH2:9][CH2:8][C:7](=[O:10])[CH:6]=[CH:5]1. Product: [CH3:3][C:4]1([CH3:11])[CH2:9][CH2:8][CH:7]([OH:10])[CH:6]=[CH:5]1. The catalyst class is: 24.